This data is from Full USPTO retrosynthesis dataset with 1.9M reactions from patents (1976-2016). The task is: Predict the reactants needed to synthesize the given product. Given the product [CH2:1]([O:5][C:6]1[CH:13]=[CH:12][C:9]([CH:10]=[N+:18]([C:14]([CH3:17])([CH3:16])[CH3:15])[O-:19])=[CH:8][CH:7]=1)[CH2:2][CH2:3][CH3:4], predict the reactants needed to synthesize it. The reactants are: [CH2:1]([O:5][C:6]1[CH:13]=[CH:12][C:9]([CH:10]=O)=[CH:8][CH:7]=1)[CH2:2][CH2:3][CH3:4].[C:14]([NH:18][OH:19])([CH3:17])([CH3:16])[CH3:15].